Dataset: Catalyst prediction with 721,799 reactions and 888 catalyst types from USPTO. Task: Predict which catalyst facilitates the given reaction. Reactant: [CH2:1]([O:5][C:6]1[C:15]([F:16])=[C:14]2[C:9]([C:10]3[CH:21]=[CH:20][C:19]([CH:22]4[CH2:27][CH2:26][CH:25]([CH2:28][CH2:29][CH2:30][CH2:31][CH3:32])[CH2:24][CH2:23]4)=[C:18]([F:33])[C:11]=3[C:12](=O)[O:13]2)=[CH:8][CH:7]=1)[CH2:2][CH2:3][CH3:4].COC1C=CC(P2(SP(C3C=CC(OC)=CC=3)(=S)S2)=[S:43])=CC=1. The catalyst class is: 159. Product: [CH2:1]([O:5][C:6]1[C:15]([F:16])=[C:14]2[C:9]([C:10]3[CH:21]=[CH:20][C:19]([CH:22]4[CH2:27][CH2:26][CH:25]([CH2:28][CH2:29][CH2:30][CH2:31][CH3:32])[CH2:24][CH2:23]4)=[C:18]([F:33])[C:11]=3[C:12](=[S:43])[O:13]2)=[CH:8][CH:7]=1)[CH2:2][CH2:3][CH3:4].